Predict the reaction yield, written as a fraction of the theoretical maximum amount of product (1.0 means a 100% yield; for example, 0.34 means a 34% yield). From a dataset of Reaction yield outcomes from USPTO patents with 853,638 reactions. (1) The reactants are [OH:1][CH2:2][C@@H:3]1[C:9](=[O:10])[N:8]([CH3:11])[CH2:7][C:6]2[CH:12]=[C:13]([C:16]([O:18]C(C)(C)C)=O)[CH:14]=[CH:15][C:5]=2[NH:4]1.[CH3:23][N:24]1[C:32]2[C:27](=[CH:28][CH:29]=[CH:30][CH:31]=2)[CH:26]=[C:25]1[CH2:33][NH:34][CH3:35].CCN(CC)CC.C1C=CC2N(O)N=NC=2C=1.O.CCN=C=NCCCN(C)C.Cl. No catalyst specified. The product is [CH3:35][N:34]([CH2:33][C:25]1[N:24]([CH3:23])[C:32]2[C:27]([CH:26]=1)=[CH:28][CH:29]=[CH:30][CH:31]=2)[C:16]([C:13]1[CH:14]=[CH:15][C:5]2[NH:4][C@H:3]([CH2:2][OH:1])[C:9](=[O:10])[N:8]([CH3:11])[CH2:7][C:6]=2[CH:12]=1)=[O:18]. The yield is 0.910. (2) The reactants are C([O:5][P:6]([O:13][CH2:14][C:15]([NH:18][C:19]([C:21]1[CH:26]=[CH:25][C:24]([S:27][C:28]2[CH:33]=[CH:32][C:31]([NH:34][C:35](=[O:38])[O:36][CH3:37])=[CH:30][CH:29]=2)=[C:23]([NH:39][C:40]2[C:41]3[CH:49]=[CH:48][C:47]([CH:50]([CH3:52])[CH3:51])=[N:46][C:42]=3[N:43]=[CH:44][N:45]=2)[CH:22]=1)=[O:20])([CH3:17])[CH3:16])([O:8]C(C)(C)C)=[O:7])(C)(C)C.C(O)(C(F)(F)F)=O.C([O-])(O)=O.[Na+:64]. The catalyst is C(Cl)Cl. The product is [P:6]([O-:7])([O-:8])([O:13][CH2:14][C:15]([NH:18][C:19](=[O:20])[C:21]1[CH:26]=[CH:25][C:24]([S:27][C:28]2[CH:33]=[CH:32][C:31]([NH:34][C:35]([O:36][CH3:37])=[O:38])=[CH:30][CH:29]=2)=[C:23]([NH:39][C:40]2[C:41]3[CH:49]=[CH:48][C:47]([CH:50]([CH3:51])[CH3:52])=[N:46][C:42]=3[N:43]=[CH:44][N:45]=2)[CH:22]=1)([CH3:17])[CH3:16])=[O:5].[Na+:64].[Na+:64]. The yield is 0.920. (3) The reactants are [F:1][C:2]1[CH:3]=[C:4]([CH2:18]O)[CH:5]=[C:6]([NH:8][CH2:9][C:10]2[CH:15]=[CH:14][C:13]([O:16][CH3:17])=[CH:12][CH:11]=2)[CH:7]=1.[Br-:20].[Br-].C1(P(C2C=CC=CC=2)C2C=CC=CC=2)C=CC=CC=1. The catalyst is ClCCl.CC(=O)OCC. The product is [Br:20][CH2:18][C:4]1[CH:5]=[C:6]([NH:8][CH2:9][C:10]2[CH:15]=[CH:14][C:13]([O:16][CH3:17])=[CH:12][CH:11]=2)[CH:7]=[C:2]([F:1])[CH:3]=1. The yield is 0.880. (4) The reactants are Cl[C:2]1[CH:3]=[C:4]([NH:13][CH2:14][C:15]([F:18])([F:17])[F:16])[C:5]2[N:6]([C:8]([C:11]#[N:12])=[CH:9][N:10]=2)[N:7]=1.[NH2:19][C:20]1[CH:21]=[C:22]([CH:25]=[CH:26][C:27]=1[O:28][CH3:29])[C:23]#[N:24].C(P(C(C)(C)C)C1(C)CC1(C1C=CC=CC=1)C1C=CC=CC=1)(C)(C)C.CC(C)([O-])C.[Na+].C(O)(C(F)(F)F)=O. The catalyst is C1(C)C=CC=CC=1.[CH2-]C=C.[CH2-]C=C.Cl[Pd+].Cl[Pd+].O. The product is [C:23]([C:22]1[CH:25]=[CH:26][C:27]([O:28][CH3:29])=[C:20]([NH:19][C:2]2[CH:3]=[C:4]([NH:13][CH2:14][C:15]([F:18])([F:17])[F:16])[C:5]3[N:6]([C:8]([C:11]#[N:12])=[CH:9][N:10]=3)[N:7]=2)[CH:21]=1)#[N:24]. The yield is 0.0540. (5) The reactants are [Cl:1][C:2]1[C:7]([C:8]([F:11])([F:10])[F:9])=[CH:6][C:5]([N+:12]([O-])=O)=[CH:4][N:3]=1. The catalyst is [Fe]. The product is [NH2:12][C:5]1[CH:6]=[C:7]([C:8]([F:11])([F:10])[F:9])[C:2]([Cl:1])=[N:3][CH:4]=1. The yield is 0.730. (6) The reactants are Cl.[Br:2][C:3]1[CH:16]=[CH:15][C:6]([O:7][CH2:8][CH:9]2[CH2:14][CH2:13][NH:12][CH2:11][CH2:10]2)=[CH:5][CH:4]=1.[O:17]1[C:19]2([CH2:24][CH2:23][CH2:22][CH2:21][CH2:20]2)[CH2:18]1.C([O-])([O-])=O.[K+].[K+].C(O)C. The catalyst is O. The product is [Br:2][C:3]1[CH:4]=[CH:5][C:6]([O:7][CH2:8][CH:9]2[CH2:10][CH2:11][N:12]([CH2:18][C:19]3([OH:17])[CH2:24][CH2:23][CH2:22][CH2:21][CH2:20]3)[CH2:13][CH2:14]2)=[CH:15][CH:16]=1. The yield is 0.830. (7) The reactants are [CH3:1][O:2][C:3](=[O:18])[C:4]1[CH:9]=[CH:8][C:7]([C:10]2[C:15]([Cl:16])=[CH:14][N:13]=[C:12](Cl)[N:11]=2)=[CH:6][CH:5]=1.[CH:19]1([NH2:22])[CH2:21][CH2:20]1. The catalyst is C(O)C.O. The product is [CH3:1][O:2][C:3](=[O:18])[C:4]1[CH:9]=[CH:8][C:7]([C:10]2[C:15]([Cl:16])=[CH:14][N:13]=[C:12]([NH:22][CH:19]3[CH2:21][CH2:20]3)[N:11]=2)=[CH:6][CH:5]=1. The yield is 1.00. (8) The product is [CH3:1][C:2]([NH:4][C@@H:5]1[C:15]2[CH:16]=[C:17]([O:20][P:21]([OH:24])([OH:23])=[O:22])[CH:18]=[CH:19][C:14]=2[C:13]2[C:8](=[CH:9][C:10]([O:29][CH3:30])=[C:11]([O:27][CH3:28])[C:12]=2[O:25][CH3:26])[CH2:7][CH2:6]1)=[O:3].[C:17]1([OH:20])[CH:18]=[CH:19][CH:14]=[CH:15][CH:16]=1. The catalyst is C1(C)C=CC=CC=1. The yield is 0.900. The reactants are [CH3:1][C:2]([NH:4][C@@H:5]1[C:15]2[CH:16]=[C:17]([O:20][P:21]([OH:24])([OH:23])=[O:22])[CH:18]=[CH:19][C:14]=2[C:13]2[C:8](=[CH:9][C:10]([O:29][CH3:30])=[C:11]([O:27][CH3:28])[C:12]=2[O:25][CH3:26])[CH2:7][CH2:6]1)=[O:3].[O-]O.CS(O)(=O)=O.S([O-])([O-])(=O)=S.[Na+].[Na+].C(=O)(O)[O-].[Na+].